This data is from NCI-60 drug combinations with 297,098 pairs across 59 cell lines. The task is: Regression. Given two drug SMILES strings and cell line genomic features, predict the synergy score measuring deviation from expected non-interaction effect. (1) Drug 1: CC(C1=C(C=CC(=C1Cl)F)Cl)OC2=C(N=CC(=C2)C3=CN(N=C3)C4CCNCC4)N. Drug 2: C1C(C(OC1N2C=C(C(=O)NC2=O)F)CO)O. Cell line: RPMI-8226. Synergy scores: CSS=64.7, Synergy_ZIP=20.8, Synergy_Bliss=21.5, Synergy_Loewe=7.92, Synergy_HSA=19.1. (2) Drug 1: C1CN1P(=S)(N2CC2)N3CC3. Drug 2: CC(C)CN1C=NC2=C1C3=CC=CC=C3N=C2N. Cell line: MCF7. Synergy scores: CSS=2.29, Synergy_ZIP=-3.09, Synergy_Bliss=-2.29, Synergy_Loewe=-3.74, Synergy_HSA=-3.73. (3) Drug 1: COC1=C(C=C2C(=C1)N=CN=C2NC3=CC(=C(C=C3)F)Cl)OCCCN4CCOCC4. Drug 2: CC1C(C(CC(O1)OC2CC(CC3=C2C(=C4C(=C3O)C(=O)C5=C(C4=O)C(=CC=C5)OC)O)(C(=O)CO)O)N)O.Cl. Cell line: A498. Synergy scores: CSS=69.9, Synergy_ZIP=13.7, Synergy_Bliss=13.6, Synergy_Loewe=12.5, Synergy_HSA=17.8. (4) Drug 1: C1=CC=C(C=C1)NC(=O)CCCCCCC(=O)NO. Drug 2: C1CN(P(=O)(OC1)NCCCl)CCCl. Cell line: HCT-15. Synergy scores: CSS=0.954, Synergy_ZIP=1.72, Synergy_Bliss=0.732, Synergy_Loewe=-12.5, Synergy_HSA=-8.32. (5) Drug 1: CS(=O)(=O)CCNCC1=CC=C(O1)C2=CC3=C(C=C2)N=CN=C3NC4=CC(=C(C=C4)OCC5=CC(=CC=C5)F)Cl. Drug 2: CC1C(C(CC(O1)OC2CC(CC3=C2C(=C4C(=C3O)C(=O)C5=CC=CC=C5C4=O)O)(C(=O)C)O)N)O. Cell line: COLO 205. Synergy scores: CSS=56.8, Synergy_ZIP=2.41, Synergy_Bliss=3.17, Synergy_Loewe=-29.1, Synergy_HSA=3.39. (6) Drug 1: CC1=C(C(=CC=C1)Cl)NC(=O)C2=CN=C(S2)NC3=CC(=NC(=N3)C)N4CCN(CC4)CCO. Drug 2: CC(C)(C#N)C1=CC(=CC(=C1)CN2C=NC=N2)C(C)(C)C#N. Cell line: KM12. Synergy scores: CSS=-0.890, Synergy_ZIP=1.31, Synergy_Bliss=3.15, Synergy_Loewe=-3.33, Synergy_HSA=-2.83. (7) Drug 1: CCCS(=O)(=O)NC1=C(C(=C(C=C1)F)C(=O)C2=CNC3=C2C=C(C=N3)C4=CC=C(C=C4)Cl)F. Drug 2: CCC1=C2CN3C(=CC4=C(C3=O)COC(=O)C4(CC)O)C2=NC5=C1C=C(C=C5)O. Cell line: MDA-MB-231. Synergy scores: CSS=28.8, Synergy_ZIP=6.52, Synergy_Bliss=6.32, Synergy_Loewe=-19.6, Synergy_HSA=4.66. (8) Drug 1: CN(C)N=NC1=C(NC=N1)C(=O)N. Drug 2: C1CCC(C(C1)N)N.C(=O)(C(=O)[O-])[O-].[Pt+4]. Cell line: SNB-75. Synergy scores: CSS=-1.55, Synergy_ZIP=-0.949, Synergy_Bliss=-5.00, Synergy_Loewe=-18.5, Synergy_HSA=-6.72.